From a dataset of Full USPTO retrosynthesis dataset with 1.9M reactions from patents (1976-2016). Predict the reactants needed to synthesize the given product. (1) Given the product [NH:12]1[C:13]2[C:18](=[CH:17][CH:16]=[CH:15][CH:14]=2)[C:10]2([CH2:9][CH2:8]2)[C:11]1=[O:29], predict the reactants needed to synthesize it. The reactants are: ClC1C=CC([C@@H:8]2[C@:10]3([C:18]4[C:13](=[CH:14][CH:15]=[CH:16][CH:17]=4)[N:12](CC4C=C(C=CC=4)C(O)=O)[C:11]3=[O:29])[CH2:9]2)=CC=1.ClC1C=CC([C@H]2[C@@]3(C4C(=CC=CC=4)N(CC4C=C(C=CC=4)C(O)=O)C3=O)C2)=CC=1.Cl.CN(C)CCCN=C=NCC.ON1C2C=CC=CC=2N=N1.N1CCCCC1. (2) The reactants are: [F:1][C:2]1[CH:7]=[CH:6][C:5]([F:8])=[CH:4][C:3]=1[CH:9]1[CH2:13][CH2:12][CH2:11][N:10]1[C:14]1[CH:19]=[CH:18][N:17]2[N:20]=[CH:21][C:22](/[CH:23]=[CH:24]/[C:25]([OH:27])=O)=[C:16]2[N:15]=1.CN(C(ON1N=[N:43][C:38]2[CH:39]=CC=N[C:37]1=2)=[N+](C)C)C.F[P-](F)(F)(F)(F)F.CCN(C(C)C)C(C)C.C(N)(C)C. Given the product [F:1][C:2]1[CH:7]=[CH:6][C:5]([F:8])=[CH:4][C:3]=1[CH:9]1[CH2:13][CH2:12][CH2:11][N:10]1[C:14]1[CH:19]=[CH:18][N:17]2[N:20]=[CH:21][C:22](/[CH:23]=[CH:24]/[C:25]([NH:43][CH:38]([CH3:39])[CH3:37])=[O:27])=[C:16]2[N:15]=1, predict the reactants needed to synthesize it. (3) Given the product [C:24]([C:23]1[CH:26]=[CH:27][C:20]([CH2:19][CH:6]([C:7]([O:9][CH2:10][CH:11]=[CH2:12])=[O:8])[C:5]([O:14][CH2:15][CH:16]=[CH2:17])=[O:13])=[CH:21][CH:22]=1)#[N:25], predict the reactants needed to synthesize it. The reactants are: [H-].[Na+].[H][H].[C:5]([O:14][CH2:15][CH:16]=[CH2:17])(=[O:13])[CH2:6][C:7]([O:9][CH2:10][CH:11]=[CH2:12])=[O:8].Cl[CH2:19][C:20]1[CH:27]=[CH:26][C:23]([C:24]#[N:25])=[CH:22][CH:21]=1.Cl. (4) Given the product [C:6]1([CH2:12][O:13][C:14]([C:16]2([NH:22][C:23]([C:25]3[CH:26]=[CH:27][C:28]([CH2:31][N:40]4[CH2:45][CH2:44][O:43][CH2:42][CH2:41]4)=[CH:29][CH:30]=3)=[O:24])[CH2:17][CH2:18][CH2:19][CH2:20][CH2:21]2)=[O:15])[CH:7]=[CH:8][CH:9]=[CH:10][CH:11]=1, predict the reactants needed to synthesize it. The reactants are: CS(Cl)(=O)=O.[C:6]1([CH2:12][O:13][C:14]([C:16]2([NH:22][C:23]([C:25]3[CH:30]=[CH:29][C:28]([CH2:31]O)=[CH:27][CH:26]=3)=[O:24])[CH2:21][CH2:20][CH2:19][CH2:18][CH2:17]2)=[O:15])[CH:11]=[CH:10][CH:9]=[CH:8][CH:7]=1.C(N(CC)CC)C.[NH:40]1[CH2:45][CH2:44][O:43][CH2:42][CH2:41]1. (5) Given the product [CH3:36][Si:33]([CH3:34])([CH3:35])[CH2:32][CH2:31][O:30][CH2:29][N:7]([CH2:6][O:5][CH2:4][CH2:3][Si:2]([CH3:38])([CH3:37])[CH3:1])[C:8]1[N:13]2[N:14]=[CH:15][CH:16]=[C:12]2[N:11]=[C:10]([CH:17]2[CH2:18][CH2:19][C:20](=[CH:23][C:24]#[N:40])[CH2:21][CH2:22]2)[CH:9]=1, predict the reactants needed to synthesize it. The reactants are: [CH3:1][Si:2]([CH3:38])([CH3:37])[CH2:3][CH2:4][O:5][CH2:6][N:7]([CH2:29][O:30][CH2:31][CH2:32][Si:33]([CH3:36])([CH3:35])[CH3:34])[C:8]1[N:13]2[N:14]=[CH:15][CH:16]=[C:12]2[N:11]=[C:10]([CH:17]2[CH2:22][CH2:21][C:20](=[CH:23][C:24](OCC)=O)[CH2:19][CH2:18]2)[CH:9]=1.C(CP(=O)(OCC)OCC)#[N:40]. (6) The reactants are: CC1C=CC(S(O[CH2:12][CH2:13][C:14]#[C:15][Si:16]([CH3:19])([CH3:18])[CH3:17])(=O)=O)=CC=1.[N-:20]=[N+:21]=[N-:22].[Na+]. Given the product [N:20]([CH2:12][CH2:13][C:14]#[C:15][Si:16]([CH3:19])([CH3:18])[CH3:17])=[N+:21]=[N-:22], predict the reactants needed to synthesize it.